This data is from Reaction yield outcomes from USPTO patents with 853,638 reactions. The task is: Predict the reaction yield, written as a fraction of the theoretical maximum amount of product (1.0 means a 100% yield; for example, 0.34 means a 34% yield). The reactants are CC1C([N+]([O-])=O)=CN=C(N2CCCC2)C=1.[CH3:16][O:17][C:18]1[CH:23]=[C:22]([CH3:24])[C:21]([N+:25]([O-])=O)=[CH:20][N:19]=1. The catalyst is [Pd].O1CCCC1. The product is [CH3:16][O:17][C:18]1[N:19]=[CH:20][C:21]([NH2:25])=[C:22]([CH3:24])[CH:23]=1. The yield is 0.950.